Dataset: Forward reaction prediction with 1.9M reactions from USPTO patents (1976-2016). Task: Predict the product of the given reaction. (1) Given the reactants [F:1][C:2]1[CH:9]=[N:8][CH:7]=[CH:6][C:3]=1[C:4]#[N:5].C[O-].[Na+].[NH2:13][C:14]1[CH:22]=[N:21][CH:20]=[C:19]([O:23][CH3:24])[C:15]=1[C:16]([OH:18])=O, predict the reaction product. The product is: [F:1][C:2]1[CH:9]=[N:8][CH:7]=[CH:6][C:3]=1[C:4]1[N:5]=[C:16]([OH:18])[C:15]2[C:19]([O:23][CH3:24])=[CH:20][N:21]=[CH:22][C:14]=2[N:13]=1. (2) Given the reactants [OH:1][C:2]1[C:9]([N+:10]([O-:12])=[O:11])=[CH:8][C:7]([O:13][CH3:14])=[CH:6][C:3]=1[CH:4]=[O:5].C(N(CC)CC)C.[F:22][C:23]([F:36])([F:35])[S:24](O[S:24]([C:23]([F:36])([F:35])[F:22])(=[O:26])=[O:25])(=[O:26])=[O:25], predict the reaction product. The product is: [F:22][C:23]([F:36])([F:35])[S:24]([O:1][C:2]1[C:9]([N+:10]([O-:12])=[O:11])=[CH:8][C:7]([O:13][CH3:14])=[CH:6][C:3]=1[CH:4]=[O:5])(=[O:26])=[O:25]. (3) Given the reactants C[O:2][C:3](=[O:27])/[CH:4]=[CH:5]/[C@@H:6]([NH:11][C:12]([C@@H:14]1[CH2:19][CH2:18][CH2:17][CH2:16][N:15]1[C:20]([O:22][C:23]([CH3:26])([CH3:25])[CH3:24])=[O:21])=[O:13])[CH2:7][CH:8]([CH3:10])[CH3:9].O.[Li+].[OH-], predict the reaction product. The product is: [CH3:26][C:23]([O:22][C:20]([N:15]1[CH2:16][CH2:17][CH2:18][CH2:19][C@H:14]1[C:12]([NH:11][C@@H:6]([CH2:7][CH:8]([CH3:10])[CH3:9])/[CH:5]=[CH:4]/[C:3]([OH:27])=[O:2])=[O:13])=[O:21])([CH3:24])[CH3:25]. (4) Given the reactants [O:1]=[C:2]1[C:7]2[CH:8]=[C:9]([C:11]([O:13][CH3:14])=[O:12])[O:10][C:6]=2[CH2:5][CH2:4][CH2:3]1.BrN1C(=O)CCC1=O.N(C(C)(C)C#N)=NC(C)(C)C#N, predict the reaction product. The product is: [OH:1][C:2]1[C:7]2[CH:8]=[C:9]([C:11]([O:13][CH3:14])=[O:12])[O:10][C:6]=2[CH:5]=[CH:4][CH:3]=1. (5) Given the reactants Cl.Cl.[O:3]1[C:8]2=[CH:9][CH:10]=[CH:11][C:7]2=[CH:6][C:5]([CH:12]2[CH2:17][CH2:16][CH2:15][CH2:14][N:13]2[CH2:18][CH2:19][C@H:20]2[CH2:25][CH2:24][C@H:23]([NH2:26])[CH2:22][CH2:21]2)=[CH:4]1.[CH3:27][S:28]([C:31]1[S:35][C:34]([C:36](O)=[O:37])=[CH:33][CH:32]=1)(=[O:30])=[O:29], predict the reaction product. The product is: [O:3]1[C:8]2=[CH:9][CH:10]=[CH:11][C:7]2=[CH:6][C:5]([CH:12]2[CH2:17][CH2:16][CH2:15][CH2:14][N:13]2[CH2:18][CH2:19][C@H:20]2[CH2:21][CH2:22][C@H:23]([NH:26][C:36]([C:34]3[S:35][C:31]([S:28]([CH3:27])(=[O:30])=[O:29])=[CH:32][CH:33]=3)=[O:37])[CH2:24][CH2:25]2)=[CH:4]1. (6) Given the reactants [Cl:1][C:2]1[C:6]2[CH:7]=[CH:8][CH:9]=[CH:10][C:5]=2[O:4][C:3]=1[CH2:11][NH:12][CH3:13].[O:14]=[C:15]1[CH2:20][O:19][C:18]2[CH:21]=[C:22](/[CH:25]=[CH:26]/[C:27]([OH:29])=O)[CH:23]=[N:24][C:17]=2[NH:16]1.ON1C2C=CC=CC=2N=N1.C(N(C(C)C)CC)(C)C.CN(C)CCCN=C=NCC, predict the reaction product. The product is: [Cl:1][C:2]1[C:6]2[CH:7]=[CH:8][CH:9]=[CH:10][C:5]=2[O:4][C:3]=1[CH2:11][N:12]([CH3:13])[C:27](=[O:29])/[CH:26]=[CH:25]/[C:22]1[CH:23]=[N:24][C:17]2[NH:16][C:15](=[O:14])[CH2:20][O:19][C:18]=2[CH:21]=1. (7) Given the reactants [Cl:1][C:2]1[C:3]([C:8](N(OC)C)=[O:9])=[N:4][CH:5]=[CH:6][N:7]=1.[CH2:14]([O:21][C:22]1[CH:27]=[CH:26][C:25]([Mg]Br)=[CH:24][CH:23]=1)[C:15]1[CH:20]=[CH:19][CH:18]=[CH:17][CH:16]=1, predict the reaction product. The product is: [CH2:14]([O:21][C:22]1[CH:27]=[CH:26][C:25]([C:8]([C:3]2[C:2]([Cl:1])=[N:7][CH:6]=[CH:5][N:4]=2)=[O:9])=[CH:24][CH:23]=1)[C:15]1[CH:20]=[CH:19][CH:18]=[CH:17][CH:16]=1. (8) Given the reactants [Cl:1][C:2]1[CH:3]=[C:4]([O:10][C:11]2[C:12]([F:35])=[C:13]([CH:20](C(OC(C)(C)C)=O)[C:21]([O:23]C(C)(C)C)=[O:22])[CH:14]=[CH:15][C:16]=2[N+:17]([O-:19])=[O:18])[CH:5]=[C:6]([C:8]#[N:9])[CH:7]=1.C(O)(C(F)(F)F)=O, predict the reaction product. The product is: [Cl:1][C:2]1[CH:3]=[C:4]([O:10][C:11]2[C:12]([F:35])=[C:13]([CH2:20][C:21]([OH:23])=[O:22])[CH:14]=[CH:15][C:16]=2[N+:17]([O-:19])=[O:18])[CH:5]=[C:6]([C:8]#[N:9])[CH:7]=1.